From a dataset of Peptide-MHC class I binding affinity with 185,985 pairs from IEDB/IMGT. Regression. Given a peptide amino acid sequence and an MHC pseudo amino acid sequence, predict their binding affinity value. This is MHC class I binding data. (1) The peptide sequence is IQDLEEPCTK. The MHC is HLA-A31:01 with pseudo-sequence HLA-A31:01. The binding affinity (normalized) is 0.177. (2) The binding affinity (normalized) is 0.160. The MHC is HLA-B08:01 with pseudo-sequence HLA-B08:01. The peptide sequence is RYPLTLGW. (3) The binding affinity (normalized) is 0. The MHC is HLA-A32:01 with pseudo-sequence HLA-A32:01. The peptide sequence is SNIDFKIKK. (4) The peptide sequence is KYAEAFQMV. The MHC is HLA-A30:02 with pseudo-sequence HLA-A30:02. The binding affinity (normalized) is 1.00.